This data is from Forward reaction prediction with 1.9M reactions from USPTO patents (1976-2016). The task is: Predict the product of the given reaction. Given the reactants [C:1]1(=[O:15])[C:10]2[C:5]3[C:6](=[CH:11][CH:12]=[CH:13][C:4]=3[C:3](=[O:14])[NH:2]1)[CH:7]=[CH:8][CH:9]=2.[Br:16][CH2:17][CH:18](Br)[CH2:19][CH2:20][CH3:21], predict the reaction product. The product is: [Br:16][CH2:17][CH2:18][CH2:19][CH2:20][CH2:21][N:2]1[C:3](=[O:14])[C:4]2[CH:13]=[CH:12][CH:11]=[C:6]3[C:5]=2[C:10](=[CH:9][CH:8]=[CH:7]3)[C:1]1=[O:15].